Dataset: Full USPTO retrosynthesis dataset with 1.9M reactions from patents (1976-2016). Task: Predict the reactants needed to synthesize the given product. (1) Given the product [CH3:18][C:8]1[CH:13]=[CH:12][C:11]([S:14]([O:7][CH2:1][C@@H:2]2[CH2:3][CH2:4][CH2:5][O:6]2)(=[O:16])=[O:15])=[CH:10][CH:9]=1, predict the reactants needed to synthesize it. The reactants are: [CH2:1]([OH:7])[C@H:2]1[O:6][CH2:5][CH2:4][CH2:3]1.[C:8]1([CH3:18])[CH:13]=[CH:12][C:11]([S:14](Cl)(=[O:16])=[O:15])=[CH:10][CH:9]=1. (2) Given the product [CH3:24][C:12]1[C:13]([C:15]2[CH:16]=[CH:17][C:18]([C:21]([NH:35][C:34]3[CH:36]=[CH:37][CH:38]=[C:32]([N:29]4[CH2:28][CH2:27][N:26]([CH3:25])[CH2:31][CH2:30]4)[CH:33]=3)=[O:23])=[CH:19][CH:20]=2)=[CH:14][C:9]([NH:8][C:6]([C:3]2[CH:4]=[CH:5][O:1][CH:2]=2)=[O:7])=[CH:10][CH:11]=1, predict the reactants needed to synthesize it. The reactants are: [O:1]1[CH:5]=[CH:4][C:3]([C:6]([NH:8][C:9]2[CH:10]=[CH:11][C:12]([CH3:24])=[C:13]([C:15]3[CH:20]=[CH:19][C:18]([C:21]([OH:23])=O)=[CH:17][CH:16]=3)[CH:14]=2)=[O:7])=[CH:2]1.[CH3:25][N:26]1[CH2:31][CH2:30][N:29]([C:32]2[CH:33]=[C:34]([CH:36]=[CH:37][CH:38]=2)[NH2:35])[CH2:28][CH2:27]1.CN(C(ON1N=NC2C=CC=NC1=2)=[N+](C)C)C.F[P-](F)(F)(F)(F)F.C1C=CC2N(O)N=NC=2C=1.CCN(C(C)C)C(C)C. (3) Given the product [CH3:25][O:24][C:19]1[CH:20]=[CH:21][CH:22]=[CH:23][C:18]=1[C@H:7]([C:8]1[C:17]2[C:12](=[CH:13][CH:14]=[CH:15][CH:16]=2)[CH:11]=[CH:10][CH:9]=1)[C@:3]([CH3:26])([C:4]([N:36]1[CH2:37][CH2:38][N:33]([C:28]2[CH:29]=[N:30][CH:31]=[CH:32][N:27]=2)[CH2:34][CH2:35]1)=[O:6])[C:1]#[N:2], predict the reactants needed to synthesize it. The reactants are: [C:1]([C@:3]([CH3:26])([C@H:7]([C:18]1[CH:23]=[CH:22][CH:21]=[CH:20][C:19]=1[O:24][CH3:25])[C:8]1[C:17]2[C:12](=[CH:13][CH:14]=[CH:15][CH:16]=2)[CH:11]=[CH:10][CH:9]=1)[C:4]([OH:6])=O)#[N:2].[N:27]1[CH:32]=[CH:31][N:30]=[CH:29][C:28]=1[N:33]1[CH2:38][CH2:37][NH:36][CH2:35][CH2:34]1. (4) Given the product [Br:1][C:2]1[CH:3]=[C:4]2[C:9](=[CH:10][CH:11]=1)[N:8]=[CH:7][C:6]([C:12]([CH:14]1[CH2:16][CH2:15]1)=[O:13])=[C:5]2[NH:30][C:28]1[CH:27]=[N:26][N:25]([CH:21]2[CH2:22][CH2:23][CH2:24][N:19]([CH3:18])[CH2:20]2)[CH:29]=1, predict the reactants needed to synthesize it. The reactants are: [Br:1][C:2]1[CH:3]=[C:4]2[C:9](=[CH:10][CH:11]=1)[N:8]=[CH:7][C:6]([C:12]([CH:14]1[CH2:16][CH2:15]1)=[O:13])=[C:5]2Cl.[CH3:18][N:19]1[CH2:24][CH2:23][CH2:22][CH:21]([N:25]2[CH:29]=[C:28]([NH2:30])[CH:27]=[N:26]2)[CH2:20]1. (5) Given the product [CH2:25]([O:27][C:28](=[O:38])[CH:29]([N:12]1[C:11]2[CH:13]=[C:14]([F:18])[C:15]([F:17])=[CH:16][C:10]=2[N:9]=[C:8]1[C:5]1[CH:4]=[CH:3][C:2]([Cl:1])=[CH:7][CH:6]=1)[CH:30]1[CH2:36][CH2:35][CH2:34][CH2:33][CH2:32][CH2:31]1)[CH3:26], predict the reactants needed to synthesize it. The reactants are: [Cl:1][C:2]1[CH:7]=[CH:6][C:5]([C:8]2[NH:12][C:11]3[CH:13]=[C:14]([F:18])[C:15]([F:17])=[CH:16][C:10]=3[N:9]=2)=[CH:4][CH:3]=1.C(=O)([O-])[O-].[Cs+].[Cs+].[CH2:25]([O:27][C:28](=[O:38])[CH:29](Br)[CH:30]1[CH2:36][CH2:35][CH2:34][CH2:33][CH2:32][CH2:31]1)[CH3:26].O. (6) The reactants are: [Li+].[F:2][C:3]([F:23])([F:22])[C:4]1[CH:9]=[CH:8][C:7]([N:10]2[CH2:15][CH2:14][N:13]([CH2:16][CH2:17][CH2:18][C:19]([O-])=[O:20])[CH2:12][CH2:11]2)=[CH:6][CH:5]=1.C(N(C(C)C)CC)(C)C.F[P-](F)(F)(F)(F)F.CN(C)C(ON1C2C=CC=CC=2N=N1)=[N+](C)C.Cl.[CH3:58][S:59][C:60]1[CH:65]=[CH:64][C:63]([NH:66][CH:67]2[CH2:72][CH2:71][NH:70][CH2:69][CH2:68]2)=[CH:62][C:61]=1[C:73]([F:76])([F:75])[F:74]. Given the product [CH3:58][S:59][C:60]1[CH:65]=[CH:64][C:63]([NH:66][CH:67]2[CH2:72][CH2:71][N:70]([C:19](=[O:20])[CH2:18][CH2:17][CH2:16][N:13]3[CH2:14][CH2:15][N:10]([C:7]4[CH:8]=[CH:9][C:4]([C:3]([F:23])([F:2])[F:22])=[CH:5][CH:6]=4)[CH2:11][CH2:12]3)[CH2:69][CH2:68]2)=[CH:62][C:61]=1[C:73]([F:76])([F:74])[F:75], predict the reactants needed to synthesize it. (7) The reactants are: [O:1]=[C:2]1[C:10](=[O:11])[C:9]2[C:4](=[CH:5][CH:6]=[C:7]([S:12][CH2:13][CH2:14][C:15]3[CH:24]=[CH:23][C:18]([C:19]([O:21]C)=[O:20])=[CH:17][CH:16]=3)[CH:8]=2)[N:3]1[CH2:25][CH2:26][CH2:27][CH2:28][CH2:29][CH2:30][CH3:31].C(=O)([O-])[O-].[K+].[K+]. Given the product [O:1]=[C:2]1[C:10](=[O:11])[C:9]2[C:4](=[CH:5][CH:6]=[C:7]([S:12][CH2:13][CH2:14][C:15]3[CH:24]=[CH:23][C:18]([C:19]([OH:21])=[O:20])=[CH:17][CH:16]=3)[CH:8]=2)[N:3]1[CH2:25][CH2:26][CH2:27][CH2:28][CH2:29][CH2:30][CH3:31], predict the reactants needed to synthesize it.